This data is from Reaction yield outcomes from USPTO patents with 853,638 reactions. The task is: Predict the reaction yield, written as a fraction of the theoretical maximum amount of product (1.0 means a 100% yield; for example, 0.34 means a 34% yield). The reactants are [Cl:1][C:2]1[CH:3]=[C:4]([C:8]2[N:13]=[C:12]([O:14][C:15]3[CH:20]=[CH:19][C:18]([CH2:21][C:22](OC)=[O:23])=[CH:17][CH:16]=3)[CH:11]=[C:10]([CH2:26][CH3:27])[N:9]=2)[CH:5]=[CH:6][CH:7]=1.S(C)C. The catalyst is C1COCC1. The product is [Cl:1][C:2]1[CH:3]=[C:4]([C:8]2[N:13]=[C:12]([O:14][C:15]3[CH:20]=[CH:19][C:18]([CH2:21][CH2:22][OH:23])=[CH:17][CH:16]=3)[CH:11]=[C:10]([CH2:26][CH3:27])[N:9]=2)[CH:5]=[CH:6][CH:7]=1. The yield is 0.690.